From a dataset of Forward reaction prediction with 1.9M reactions from USPTO patents (1976-2016). Predict the product of the given reaction. Given the reactants [C:1]1([S:7][CH:8](SC2C=CC=CC=2)[CH:9]2[CH2:18][CH2:17][C:16]3[C:11](=[CH:12][CH:13]=[CH:14][CH:15]=3)[C:10]2=[N:19][C:20]2[CH:25]=[CH:24][CH:23]=[CH:22][CH:21]=2)[CH:6]=[CH:5][CH:4]=[CH:3][CH:2]=1.ClC1C=CC=C(C(OO)=O)C=1, predict the reaction product. The product is: [C:1]1([S:7]/[CH:8]=[C:9]2/[C:10](=[N:19][C:20]3[CH:21]=[CH:22][CH:23]=[CH:24][CH:25]=3)[C:11]3[C:16]([CH2:17][CH2:18]/2)=[CH:15][CH:14]=[CH:13][CH:12]=3)[CH:2]=[CH:3][CH:4]=[CH:5][CH:6]=1.